From a dataset of Retrosynthesis with 50K atom-mapped reactions and 10 reaction types from USPTO. Predict the reactants needed to synthesize the given product. (1) Given the product CC(C)(C)OC(=O)/C=C/c1ccc(C(=C2CCCCCC2)c2ccc(O)cc2)cc1F, predict the reactants needed to synthesize it. The reactants are: C=CC(=O)OC(C)(C)C.Oc1ccc(C(=C2CCCCCC2)c2ccc(Br)c(F)c2)cc1. (2) Given the product CCS(=O)(=O)n1cccc1C#N, predict the reactants needed to synthesize it. The reactants are: CCS(=O)(=O)Cl.N#Cc1ccc[nH]1. (3) Given the product C=CC(=O)N(C(C1CC1)C1CC1)[C@H](c1ccc(Cl)cc1)[C@H](C=C)c1cccc(Cl)c1, predict the reactants needed to synthesize it. The reactants are: C=CC(=O)Cl.C=C[C@H](c1cccc(Cl)c1)[C@H](NC(C1CC1)C1CC1)c1ccc(Cl)cc1. (4) Given the product CCCCCCCCCCOc1ccc(-c2nnc(-c3ccccc3)s2)c(F)n1, predict the reactants needed to synthesize it. The reactants are: Brc1nnc(-c2ccccc2)s1.CCCCCCCCCCOc1ccc(B(O)O)c(F)n1. (5) Given the product COC(=O)Cc1cccc(OCCNC2CCN(c3nc4ccc(Cl)cc4s3)C2)c1, predict the reactants needed to synthesize it. The reactants are: COC(=O)Cc1cccc(OCCBr)c1.NC1CCN(c2nc3ccc(Cl)cc3s2)C1. (6) Given the product Cc1ccc(C(=O)NC2CC2)cc1NC(=O)c1ccc(-c2cc(C#N)ccc2C)s1, predict the reactants needed to synthesize it. The reactants are: Cc1ccc(C#N)cc1Br.Cc1ccc(C(=O)NC2CC2)cc1NC(=O)c1ccc(B(O)O)s1. (7) Given the product Brc1ncccc1Cn1ccnc1, predict the reactants needed to synthesize it. The reactants are: BrCc1cccnc1Br.c1c[nH]cn1. (8) Given the product CCCCCCCC(=O)OCCO, predict the reactants needed to synthesize it. The reactants are: CCCCCCCC(=O)Cl.OCCO. (9) Given the product C=CC(=O)OCC(=O)OC, predict the reactants needed to synthesize it. The reactants are: C=CC(=O)O.COC(=O)CBr. (10) Given the product CC(C)(C)OC(=O)N1CCC[C@@H]1CNc1ccccc1[N+](=O)[O-], predict the reactants needed to synthesize it. The reactants are: CC(C)(C)OC(=O)N1CCC[C@@H]1CN.O=[N+]([O-])c1ccccc1F.